From a dataset of Drug-target binding data from BindingDB using Ki measurements. Regression. Given a target protein amino acid sequence and a drug SMILES string, predict the binding affinity score between them. We predict pKi (pKi = -log10(Ki in M); higher means stronger inhibition). Dataset: bindingdb_ki. (1) The drug is Cn1cnnc1-c1ccc2c(c1)c(C1CCN(CCN3CCNC3=O)CC1)cn2-c1ccc(F)cc1. The pKi is 6.0. The target protein (P08909) has sequence MVNLGNAVRSLLMHLIGLLVWQFDISISPVAAIVTDTFNSSDGGRLFQFPDGVQNWPALSIVVIIIMTIGGNILVIMAVSMEKKLHNATNYFLMSLAIADMLVGLLVMPLSLLAILYDYVWPLPRYLCPVWISLDVLFSTASIMHLCAISLDRYVAIRNPIEHSRFNSRTKAIMKIAIVWAISIGVSVPIPVIGLRDESKVFVNNTTCVLNDPNFVLIGSFVAFFIPLTIMVITYFLTIYVLRRQTLMLLRGHTEEELANMSLNFLNCCCKKNGGEEENAPNPNPDQKPRRKKKEKRPRGTMQAINNEKKASKVLGIVFFVFLIMWCPFFITNILSVLCGKACNQKLMEKLLNVFVWIGYVCSGINPLVYTLFNKIYRRAFSKYLRCDYKPDKKPPVRQIPRVAATALSGRELNVNIYRHTNERVARKANDPEPGIEMQVENLELPVNPSNVVSERISSV. (2) The drug is Cc1ccc(Cn2nc(C(=O)NC3C(C)(C)C4CC[C@@]3(C)C4)cc2-c2ccc(Cl)c(C)c2)cc1. The target protein (Q16558) has sequence MVKKLVMAQKRGETRALCLGVTMVVCAVITYYILVTTVLPLYQKSVWTQESKCHLIETNIRDQEELKGKKVPQYPCLWVNVSAAGRWAVLYHTEDTRDQNQQCSYIPGSVDNYQTARADVEKVRAKFQEQQVFYCFSAPRGNETSVLFQRLYGPQALLFSLFWPTFLLTGGLLIIAMVKSNQYLSILAAQK. The pKi is 5.0. (3) The target is MLLARMKPQVQPELGGADQ. The drug is COc1ccc(C(CN(C)C)C2(O)CCCCC2)cc1. The pKi is 8.5. (4) The small molecule is Cn1cnc(C[C@H](NC(=O)[C@@H]2CCCC(=O)N2)C(=O)N2CCC[C@H]2C(N)=O)c1. The target protein (P34981) has sequence MENETVSELNQTQLQPRAVVALEYQVVTILLVLIICGLGIVGNIMVVLVVMRTKHMRTPTNCYLVSLAVADLMVLVAAGLPNITDSIYGSWVYGYVGCLCITYLQYLGINASSCSITAFTIERYIAICHPIKAQFLCTFSRAKKIIIFVWAFTSLYCMLWFFLLDLNISTYKDAIVISCGYKISRNYYSPIYLMDFGVFYVVPMILATVLYGFIARILFLNPIPSDPKENSKTWKNDSTHQNTNLNVNTSNRCFNSTVSSRKQVTKMLAVVVILFALLWMPYRTLVVVNSFLSSPFQENWFLLFCRICIYLNSAINPVIYNLMSQKFRAAFRKLCNCKQKPTEKPANYSVALNYSVIKESDHFSTELDDITVTDTYLSATKVSFDDTCLASEVSFSQS. The pKi is 8.5.